Dataset: Retrosynthesis with 50K atom-mapped reactions and 10 reaction types from USPTO. Task: Predict the reactants needed to synthesize the given product. Given the product Cc1ccccc1N1CCN(c2cccc(C3Nc4c(cc(Cl)cc4C(=O)O)CC3(C)C)c2)CC1, predict the reactants needed to synthesize it. The reactants are: COC(=O)c1cc(Cl)cc2c1NC(c1cccc(N3CCN(c4ccccc4C)CC3)c1)C(C)(C)C2.